Dataset: Full USPTO retrosynthesis dataset with 1.9M reactions from patents (1976-2016). Task: Predict the reactants needed to synthesize the given product. (1) Given the product [Cl:10][C:11]1[N:12]=[C:13]2[CH:18]=[CH:17][CH:16]=[N:15][N:14]2[C:19]=1[C:2]1[CH:7]=[C:6]([Cl:8])[N:5]=[C:4]([CH3:9])[N:3]=1, predict the reactants needed to synthesize it. The reactants are: Cl[C:2]1[CH:7]=[C:6]([Cl:8])[N:5]=[C:4]([CH3:9])[N:3]=1.[Cl:10][C:11]1[N:12]=[C:13]2[CH:18]=[CH:17][CH:16]=[N:15][N:14]2[CH:19]=1.C1(P(C2C=CC=CC=2)C2C=CC=CC=2)C=CC=CC=1.C(=O)([O-])[O-].[K+].[K+]. (2) Given the product [NH2:24][CH2:23][CH2:22][CH2:21][C:18]1[CH:19]=[CH:20][C:15]([S:12]([N:11]([C:5]2[CH:6]=[CH:7][C:8]([O:9][CH3:10])=[C:3]([O:2][CH3:1])[CH:4]=2)[CH3:35])(=[O:14])=[O:13])=[CH:16][CH:17]=1, predict the reactants needed to synthesize it. The reactants are: [CH3:1][O:2][C:3]1[CH:4]=[C:5]([N:11]([CH3:35])[S:12]([C:15]2[CH:20]=[CH:19][C:18]([CH2:21][CH2:22][CH2:23][N:24]3C(=O)C4C(=CC=CC=4)C3=O)=[CH:17][CH:16]=2)(=[O:14])=[O:13])[CH:6]=[CH:7][C:8]=1[O:9][CH3:10].O.NN.